This data is from Forward reaction prediction with 1.9M reactions from USPTO patents (1976-2016). The task is: Predict the product of the given reaction. (1) The product is: [N:34]1[C:35]2[C:30](=[CH:29][C:28]([C:25]3([C:22]4[N:3]5[CH:4]=[C:5]([C:8]6[CH:9]=[CH:10][C:11]([C:12]([O:14][C:15]([CH3:16])([CH3:17])[CH3:18])=[O:13])=[CH:19][CH:20]=6)[CH:6]=[N:7][C:2]5=[N:1][CH:23]=4)[CH2:27][CH2:26]3)=[CH:37][CH:36]=2)[CH:31]=[CH:32][CH:33]=1. Given the reactants [NH2:1][C:2]1[N:7]=[CH:6][C:5]([C:8]2[CH:20]=[CH:19][C:11]([C:12]([O:14][C:15]([CH3:18])([CH3:17])[CH3:16])=[O:13])=[CH:10][CH:9]=2)=[CH:4][N:3]=1.Cl[CH:22]([C:25]1([C:28]2[CH:29]=[C:30]3[C:35](=[CH:36][CH:37]=2)[N:34]=[CH:33][CH:32]=[CH:31]3)[CH2:27][CH2:26]1)[CH:23]=O.C(N(CC)CC)C, predict the reaction product. (2) Given the reactants Cl[S:2]([N:5]=[C:6]=[O:7])(=[O:4])=[O:3].[N+:8]([C:11]1[CH:16]=[CH:15][C:14]([OH:17])=[CH:13][CH:12]=1)([O-:10])=[O:9].[H-].[Na+].[CH3:20][C:21](=[C:23]([CH3:25])[CH3:24])[CH3:22], predict the reaction product. The product is: [CH3:20][C:21]1([CH3:22])[C:23]([CH3:25])([CH3:24])[O:7][C:6]([O:17][C:14]2[CH:15]=[CH:16][C:11]([N+:8]([O-:10])=[O:9])=[CH:12][CH:13]=2)=[N:5][S:2]1(=[O:4])=[O:3].